This data is from Catalyst prediction with 721,799 reactions and 888 catalyst types from USPTO. The task is: Predict which catalyst facilitates the given reaction. (1) Reactant: [N+:1]([C:4]1[C:5]([CH2:10][C:11]([O:13][CH2:14][CH3:15])=[O:12])=[N:6][CH:7]=[CH:8][CH:9]=1)([O-])=O. Product: [NH2:1][C:4]1[C:5]([CH2:10][C:11]([O:13][CH2:14][CH3:15])=[O:12])=[N:6][CH:7]=[CH:8][CH:9]=1. The catalyst class is: 178. (2) Reactant: [BH4-].[Na+].[CH2:3]([N:10]1[C@@H:15]2[C@H:16]([C:18]3[N:19]=[N:20][N:21]([CH2:23][C:24](=[O:26])[CH3:25])[N:22]=3)[CH2:17][C@@:11]1([C:43]1[CH:48]=[CH:47][CH:46]=[CH:45][CH:44]=1)[C@H:12]([O:27][CH2:28][C:29]1[CH:34]=[C:33]([C:35]([F:38])([F:37])[F:36])[CH:32]=[C:31]([C:39]([F:42])([F:41])[F:40])[CH:30]=1)[CH2:13][CH2:14]2)[C:4]1[CH:9]=[CH:8][CH:7]=[CH:6][CH:5]=1. Product: [CH2:3]([N:10]1[C@@H:15]2[C@H:16]([C:18]3[N:19]=[N:20][N:21]([CH2:23][CH:24]([OH:26])[CH3:25])[N:22]=3)[CH2:17][C@@:11]1([C:43]1[CH:48]=[CH:47][CH:46]=[CH:45][CH:44]=1)[C@H:12]([O:27][CH2:28][C:29]1[CH:34]=[C:33]([C:35]([F:36])([F:37])[F:38])[CH:32]=[C:31]([C:39]([F:41])([F:42])[F:40])[CH:30]=1)[CH2:13][CH2:14]2)[C:4]1[CH:9]=[CH:8][CH:7]=[CH:6][CH:5]=1. The catalyst class is: 92. (3) Product: [CH3:25][C:26]1[C:27]2[N:33]=[C:13]([C:9]3[N:10]=[CH:11][S:12][C:8]=3[NH:7][C:3]3[CH:2]=[N:1][CH:6]=[CH:5][CH:4]=3)[NH:32][C:28]=2[CH:29]=[CH:30][CH:31]=1. The catalyst class is: 3. Reactant: [N:1]1[CH:6]=[CH:5][CH:4]=[C:3]([NH:7][C:8]2[S:12][CH:11]=[N:10][C:9]=2[C:13](O)=O)[CH:2]=1.C(N(C(C)C)CC)(C)C.[CH3:25][C:26]1[CH:31]=[CH:30][CH:29]=[C:28]([NH2:32])[C:27]=1[NH2:33].CN(C(ON1N=NC2C=CC=CC1=2)=[N+](C)C)C.[B-](F)(F)(F)F. (4) Reactant: [F:1][C:2]([F:11])([F:10])[C:3]1[CH:4]=[C:5]([SH:9])[CH:6]=[CH:7][CH:8]=1.Cl[C:13]1[CH:18]=[CH:17][N:16]=[C:15]([C:19]#[N:20])[CH:14]=1.C([O-])([O-])=O.[K+].[K+]. The catalyst class is: 31. Product: [F:11][C:2]([F:1])([F:10])[C:3]1[CH:4]=[C:5]([S:9][C:13]2[CH:18]=[CH:17][N:16]=[C:15]([C:19]#[N:20])[CH:14]=2)[CH:6]=[CH:7][CH:8]=1. (5) Reactant: [I:1][C:2]1[CH:7]=[CH:6][N:5]=[C:4]2[NH:8][N:9]=[CH:10][C:3]=12.[H-].[Na+].[C:13](Cl)([C:26]1[CH:31]=[CH:30][CH:29]=[CH:28][CH:27]=1)([C:20]1[CH:25]=[CH:24][CH:23]=[CH:22][CH:21]=1)[C:14]1[CH:19]=[CH:18][CH:17]=[CH:16][CH:15]=1. Product: [I:1][C:2]1[CH:7]=[CH:6][N:5]=[C:4]2[N:8]([C:13]([C:14]3[CH:19]=[CH:18][CH:17]=[CH:16][CH:15]=3)([C:26]3[CH:27]=[CH:28][CH:29]=[CH:30][CH:31]=3)[C:20]3[CH:21]=[CH:22][CH:23]=[CH:24][CH:25]=3)[N:9]=[CH:10][C:3]=12. The catalyst class is: 9.